This data is from Catalyst prediction with 721,799 reactions and 888 catalyst types from USPTO. The task is: Predict which catalyst facilitates the given reaction. (1) Reactant: [Br:1][C:2]1[C:3](Cl)=[N:4][C:5]([Cl:8])=[N:6][CH:7]=1.[NH2:10][C:11]1[CH:16]=[CH:15][CH:14]=[CH:13][C:12]=1[S:17]([NH:20][CH2:21][CH2:22][CH3:23])(=[O:19])=[O:18].[H-].[Na+].O. Product: [Br:1][C:2]1[C:3]([NH:10][C:11]2[CH:16]=[CH:15][CH:14]=[CH:13][C:12]=2[S:17]([NH:20][CH2:21][CH2:22][CH3:23])(=[O:19])=[O:18])=[N:4][C:5]([Cl:8])=[N:6][CH:7]=1. The catalyst class is: 16. (2) Reactant: [CH3:1][C:2]([CH3:46])=[CH:3][CH2:4][CH2:5]/[C:6](/[CH3:45])=[CH:7]/[CH2:8][CH2:9]/[C:10](/[CH3:44])=[CH:11]/[CH2:12][CH2:13]/[C:14](/[CH3:43])=[CH:15]/[CH2:16][CH2:17]/[C:18](/[CH3:42])=[CH:19]/[CH2:20][CH2:21]/[C:22](/[CH3:41])=[CH:23]/[CH2:24][CH2:25]/[C:26](/[CH3:40])=[CH:27]/[CH2:28][CH2:29]/[C:30](/[CH3:39])=[CH:31]/[CH2:32][CH2:33]/[C:34](/[CH3:38])=[CH:35]/[CH2:36]O.P(Br)(Br)[Br:48]. Product: [CH3:1][C:2]([CH3:46])=[CH:3][CH2:4][CH2:5]/[C:6](/[CH3:45])=[CH:7]/[CH2:8][CH2:9]/[C:10](/[CH3:44])=[CH:11]/[CH2:12][CH2:13]/[C:14](/[CH3:43])=[CH:15]/[CH2:16][CH2:17]/[C:18](/[CH3:42])=[CH:19]/[CH2:20][CH2:21]/[C:22](/[CH3:41])=[CH:23]/[CH2:24][CH2:25]/[C:26](/[CH3:40])=[CH:27]/[CH2:28][CH2:29]/[C:30](/[CH3:39])=[CH:31]/[CH2:32][CH2:33]/[C:34](/[CH3:38])=[CH:35]/[CH2:36][Br:48]. The catalyst class is: 1. (3) Reactant: C[O:2][C:3](=[O:27])[C:4]([C:19]1[CH:24]=[CH:23][C:22]([Cl:25])=[C:21]([Cl:26])[CH:20]=1)([CH3:18])[CH2:5][CH2:6][N:7]1[CH2:15][CH2:14][N:13]2[CH:9]([CH2:10][CH2:11][S:12]2(=[O:17])=[O:16])[CH2:8]1.O[Li].O. Product: [Cl:26][C:21]1[CH:20]=[C:19]([C:4]([CH3:18])([CH2:5][CH2:6][N:7]2[CH2:15][CH2:14][N:13]3[CH:9]([CH2:10][CH2:11][S:12]3(=[O:16])=[O:17])[CH2:8]2)[C:3]([OH:27])=[O:2])[CH:24]=[CH:23][C:22]=1[Cl:25]. The catalyst class is: 90. (4) Reactant: [C:1]([O:5][C:6](=[O:31])[NH:7][CH:8]([C:10](=[O:30])[NH:11][C:12]1[CH:17]=[CH:16][CH:15]=[C:14]([Cl:18])[C:13]=1[C:19](=O)[NH:20][C:21]1[CH:26]=[C:25]([F:27])[CH:24]=[C:23]([F:28])[CH:22]=1)[CH3:9])([CH3:4])([CH3:3])[CH3:2].C(N(CC)C(C)C)(C)C.C1(P(C2C=CC=CC=2)C2C=CC=CC=2)C=CC=CC=1.II. Product: [C:1]([O:5][C:6](=[O:31])[NH:7][CH:8]([C:10]1[O:30][C:19](=[N:20][C:21]2[CH:26]=[C:25]([F:27])[CH:24]=[C:23]([F:28])[CH:22]=2)[C:13]2[C:14]([Cl:18])=[CH:15][CH:16]=[CH:17][C:12]=2[N:11]=1)[CH3:9])([CH3:4])([CH3:3])[CH3:2]. The catalyst class is: 2.